Dataset: Reaction yield outcomes from USPTO patents with 853,638 reactions. Task: Predict the reaction yield, written as a fraction of the theoretical maximum amount of product (1.0 means a 100% yield; for example, 0.34 means a 34% yield). (1) The reactants are [C-:1]#[N:2].[K+].[C:4]1([CH:14]=[O:15])[C:13]2[C:8](=[CH:9][CH:10]=[CH:11][CH:12]=2)[CH:7]=[CH:6][CH:5]=1.C(O)(=O)C. The catalyst is CCOCC. The product is [OH:15][CH:14]([C:4]1[C:13]2[C:8](=[CH:9][CH:10]=[CH:11][CH:12]=2)[CH:7]=[CH:6][CH:5]=1)[C:1]#[N:2]. The yield is 0.910. (2) The reactants are [OH:1][C:2]1[CH:18]=[CH:17][C:5]([C:6]2[CH2:7][O:8][C:9]3[C:14]([CH:15]=2)=[CH:13][CH:12]=[C:11](O)[CH:10]=3)=[CH:4][CH:3]=1.[C:19]1([CH2:29][NH2:30])[C:28]2[C:23](=[CH:24][CH:25]=[CH:26][CH:27]=2)[CH:22]=[CH:21][CH:20]=1.[CH2:31]=[O:32].[CH2:33](O)C. No catalyst specified. The product is [C:19]1([CH2:29][N:30]2[CH2:33][C:12]3[CH:13]=[C:14]4[C:9](=[CH:10][C:11]=3[O:32][CH2:31]2)[O:8][CH2:7][C:6]([C:5]2[CH:17]=[CH:18][C:2]([OH:1])=[CH:3][CH:4]=2)=[CH:15]4)[C:28]2[C:23](=[CH:24][CH:25]=[CH:26][CH:27]=2)[CH:22]=[CH:21][CH:20]=1. The yield is 0.380. (3) The reactants are [Br:1][C:2]1[CH:3]=[N:4][C:5](Cl)=[N:6][CH:7]=1.[CH3:9][C:10]1[CH:16]=[CH:15][CH:14]=[C:13]([N+:17]([O-:19])=[O:18])[C:11]=1[NH2:12].CC(C)([O-])C.[K+]. The catalyst is CN(C)C=O. The product is [Br:1][C:2]1[CH:3]=[N:4][C:5]([NH:12][C:11]2[C:13]([N+:17]([O-:19])=[O:18])=[CH:14][CH:15]=[CH:16][C:10]=2[CH3:9])=[N:6][CH:7]=1. The yield is 0.310. (4) The reactants are Cl[C:2]1[N:3]=[CH:4][C:5]2[C:9]([NH:11][C:12]3[CH:16]=[C:15]([CH3:17])[NH:14][N:13]=3)([N:10]=1)[N:8]=[CH:7][N:6]=2.[CH3:18][CH:19]1[CH2:24][CH2:23][NH:22][CH2:21][CH2:20]1.C(=O)([O-])[O-].[K+].[K+]. No catalyst specified. The product is [CH3:18][CH:19]1[CH2:24][CH2:23][N:22]([C:2]2[N:3]=[CH:4][C:5]3[C:9]([NH:11][C:12]4[NH:13][N:14]=[C:15]([CH3:17])[CH:16]=4)([N:10]=2)[N:8]=[CH:7][N:6]=3)[CH2:21][CH2:20]1. The yield is 0.900. (5) The reactants are C(OC([N:11]1[CH2:15][CH:14]([CH2:16]O)[CH:13]([NH:18][C:19]([O:21][C:22]([CH3:25])([CH3:24])[CH3:23])=[O:20])[CH2:12]1)=O)C1C=CC=CC=1.C(OC(N1CC(CO)C(N)C1)=O)C1C=CC=CC=1.C(=O)(O)[O-].[Na+].CC(OC(OC(OC(C)(C)C)=O)=O)(C)C. The catalyst is C(O)CCCC.C(O)C.O. The product is [C:22]([O:21][C:19]([N:18]1[CH2:16][CH:14]2[CH:13]1[CH2:12][NH:11][CH2:15]2)=[O:20])([CH3:25])([CH3:24])[CH3:23]. The yield is 0.640. (6) The reactants are [Br:1][C:2]1[CH:3]=[C:4]2[C:8](=[CH:9][CH:10]=1)[NH:7][C:6](=[O:11])[CH2:5]2.[CH2:12]([O:14][C:15]([C:17]1[C:21]([C:22]2[CH:27]=[CH:26][CH:25]=[CH:24][CH:23]=2)=[C:20]([CH:28]=O)[NH:19][C:18]=1[CH3:30])=[O:16])[CH3:13]. No catalyst specified. The product is [CH2:12]([O:14][C:15]([C:17]1[C:21]([C:22]2[CH:27]=[CH:26][CH:25]=[CH:24][CH:23]=2)=[C:20]([CH:28]=[C:5]2[C:4]3[C:8](=[CH:9][CH:10]=[C:2]([Br:1])[CH:3]=3)[NH:7][C:6]2=[O:11])[NH:19][C:18]=1[CH3:30])=[O:16])[CH3:13]. The yield is 0.600. (7) The reactants are [C:1]([CH2:4][C:5](=O)[CH3:6])(=[O:3])[CH3:2].C[O-].[Na+].C[O:12][C:13](=[O:22])[C:14]1[CH:19]=[CH:18]C(CBr)=[CH:16][CH:15]=1.Cl. The catalyst is CC(O)=O. The product is [O:3]=[C:1]([CH3:2])[CH2:4][CH2:5][C:6]1[CH:18]=[CH:19][C:14]([C:13]([OH:22])=[O:12])=[CH:15][CH:16]=1. The yield is 0.800.